Dataset: Full USPTO retrosynthesis dataset with 1.9M reactions from patents (1976-2016). Task: Predict the reactants needed to synthesize the given product. Given the product [CH:9]([O:12][C:2]1[C:11]2[C:6](=[CH:7][CH:8]=[C:9]([O:12][CH3:13])[CH:10]=2)[CH:5]=[C:4]([NH:14][C:15]2[CH:19]=[C:18]([CH3:20])[NH:17][N:16]=2)[N:3]=1)([CH3:10])[CH3:8], predict the reactants needed to synthesize it. The reactants are: Cl[C:2]1[C:11]2[C:6](=[CH:7][CH:8]=[C:9]([O:12][CH3:13])[CH:10]=2)[CH:5]=[C:4]([NH:14][C:15]2[CH:19]=[C:18]([CH3:20])[NH:17][N:16]=2)[N:3]=1.